Predict the reaction yield, written as a fraction of the theoretical maximum amount of product (1.0 means a 100% yield; for example, 0.34 means a 34% yield). From a dataset of Reaction yield outcomes from USPTO patents with 853,638 reactions. (1) The reactants are [CH3:1][O:2][C:3]([C:5]1[C:13]2[C:8](=[CH:9][CH:10]=[CH:11][CH:12]=2)[NH:7][N:6]=1)=[O:4].FC(F)(F)C(OC1C(OC(=O)C(F)(F)F)=C([I:25])C=CC=1)=O.II.S(=O)(O)[O-].[Na+]. The catalyst is C(Cl)Cl. The product is [CH3:1][O:2][C:3]([C:5]1[C:13]2[C:8](=[CH:9][CH:10]=[C:11]([I:25])[CH:12]=2)[NH:7][N:6]=1)=[O:4]. The yield is 0.360. (2) The reactants are [CH2:1]([N:8]1[CH:12]=[CH:11][C:10]([C:17]2[CH:22]=[C:21]([Cl:23])[CH:20]=[C:19]([Cl:24])[CH:18]=2)([C:13]([F:16])([F:15])[F:14])[CH2:9]1)[C:2]1[CH:7]=[CH:6][CH:5]=[CH:4][CH:3]=1.[BH4-].[Na+].Cl. The catalyst is O1CCCC1. The product is [CH2:1]([N:8]1[CH2:12][CH2:11][C:10]([C:17]2[CH:18]=[C:19]([Cl:24])[CH:20]=[C:21]([Cl:23])[CH:22]=2)([C:13]([F:16])([F:15])[F:14])[CH2:9]1)[C:2]1[CH:7]=[CH:6][CH:5]=[CH:4][CH:3]=1. The yield is 0.700. (3) The reactants are [CH2:1]([C:5]1=[CH:6][N:7]([C:29]([CH3:32])([CH3:31])[CH3:30])[S:8]/[C:9]/1=[N:10]\[C:11]([C:13]1[CH:14]=[C:15]([NH:21]C(=O)OC(C)(C)C)[CH:16]=[CH:17][C:18]=1[O:19][CH3:20])=[O:12])[CH2:2][CH2:3][CH3:4].C(O)(C(F)(F)F)=O. No catalyst specified. The product is [NH2:21][C:15]1[CH:16]=[CH:17][C:18]([O:19][CH3:20])=[C:13]([CH:14]=1)[C:11](/[N:10]=[C:9]1/[C:5]([CH2:1][CH2:2][CH2:3][CH3:4])=[CH:6][N:7]([C:29]([CH3:31])([CH3:32])[CH3:30])[S:8]/1)=[O:12]. The yield is 0.920. (4) The reactants are [CH3:1][O:2][C:3](=[O:21])[C:4]1[CH:9]=[C:8]([N+:10]([O-])=O)[CH:7]=[C:6]([N:13]2[CH:18]=[CH:17][C:16]([CH3:19])=[CH:15][C:14]2=[O:20])[CH:5]=1.Cl[Sn]Cl. The catalyst is CO. The product is [CH3:1][O:2][C:3](=[O:21])[C:4]1[CH:5]=[C:6]([N:13]2[CH:18]=[CH:17][C:16]([CH3:19])=[CH:15][C:14]2=[O:20])[CH:7]=[C:8]([NH2:10])[CH:9]=1. The yield is 1.00. (5) The reactants are CC(OC(/N=N/C(OC(C)C)=O)=O)C.[OH:15][C:16]1[CH:17]=[C:18]([CH:24]2[CH2:28][NH:27][C:26](=[O:29])[CH2:25]2)[CH:19]=[CH:20][C:21]=1[O:22][CH3:23].[CH2:30](O)[CH:31]=[CH:32][C:33]1[CH:38]=[CH:37][CH:36]=[CH:35][CH:34]=1.C1(P(C2C=CC=CC=2)C2C=CC=CC=2)C=CC=CC=1. The catalyst is O1CCCC1. The product is [CH2:30]([O:15][C:16]1[CH:17]=[C:18]([CH:24]2[CH2:28][NH:27][C:26](=[O:29])[CH2:25]2)[CH:19]=[CH:20][C:21]=1[O:22][CH3:23])[CH:31]=[CH:32][C:33]1[CH:38]=[CH:37][CH:36]=[CH:35][CH:34]=1. The yield is 0.700.